This data is from Catalyst prediction with 721,799 reactions and 888 catalyst types from USPTO. The task is: Predict which catalyst facilitates the given reaction. Reactant: B.CSC.[C:5]([CH2:8][C:9]1[CH:10]=[CH:11][C:12]([Cl:18])=[C:13]([CH:17]=1)[C:14](O)=[O:15])(O)=[O:6]. Product: [Cl:18][C:12]1[CH:11]=[CH:10][C:9]([CH2:8][CH2:5][OH:6])=[CH:17][C:13]=1[CH2:14][OH:15]. The catalyst class is: 1.